Dataset: Reaction yield outcomes from USPTO patents with 853,638 reactions. Task: Predict the reaction yield, written as a fraction of the theoretical maximum amount of product (1.0 means a 100% yield; for example, 0.34 means a 34% yield). (1) The reactants are [NH2:1][C:2]1[CH:3]=[CH:4][C:5]([C:8]([O:10]C)=[O:9])=[N:6][CH:7]=1.[F:12][C:13]1[CH:32]=[CH:31][C:16]([O:17][C:18]2[CH:26]=[C:25]([C:27]([F:30])([F:29])[F:28])[CH:24]=[CH:23][C:19]=2[C:20](O)=[O:21])=[CH:15][CH:14]=1.CN1CCOCC1.CN(C(ON1N=NC2C=CC=NC1=2)=[N+](C)C)C.F[P-](F)(F)(F)(F)F.[OH-].[Na+]. The catalyst is CN(C=O)C.CO. The product is [F:12][C:13]1[CH:32]=[CH:31][C:16]([O:17][C:18]2[CH:26]=[C:25]([C:27]([F:28])([F:29])[F:30])[CH:24]=[CH:23][C:19]=2[C:20]([NH:1][C:2]2[CH:3]=[CH:4][C:5]([C:8]([OH:10])=[O:9])=[N:6][CH:7]=2)=[O:21])=[CH:15][CH:14]=1. The yield is 0.330. (2) The reactants are [NH2:1][C:2]1[C:11]2[C:6](=[CH:7][CH:8]=[C:9]([C:12]3[S:16][C:15]([CH2:17][NH:18][C:19]4[C:24]([S:25]([NH:28][CH2:29][C:30]5[CH:35]=[CH:34][C:33]([F:36])=[C:32]([F:37])[CH:31]=5)(=[O:27])=[O:26])=[CH:23][C:22](Br)=[CH:21][N:20]=4)=[CH:14][CH:13]=3)[CH:10]=2)[N:5]=[CH:4][N:3]=1.[H][H]. The yield is 0.470. The product is [NH2:1][C:2]1[C:11]2[C:6](=[CH:7][CH:8]=[C:9]([C:12]3[S:16][C:15]([CH2:17][NH:18][C:19]4[C:24]([S:25]([NH:28][CH2:29][C:30]5[CH:35]=[CH:34][C:33]([F:36])=[C:32]([F:37])[CH:31]=5)(=[O:27])=[O:26])=[CH:23][CH:22]=[CH:21][N:20]=4)=[CH:14][CH:13]=3)[CH:10]=2)[N:5]=[CH:4][N:3]=1. The catalyst is CO.[Pd]. (3) The reactants are [C:1]([O:5][C:6]([C@H:8]1[NH:13][C:12]([CH3:18])([C:14](OC)=[O:15])[CH2:11][C:10](=[O:19])[N:9]1[CH3:20])=[O:7])([CH3:4])([CH3:3])[CH3:2].[NH2:21][NH2:22]. The catalyst is CCO. The product is [C:1]([O:5][C:6]([C@H:8]1[NH:13][C:12]([CH3:18])([C:14]([NH:21][NH2:22])=[O:15])[CH2:11][C:10](=[O:19])[N:9]1[CH3:20])=[O:7])([CH3:4])([CH3:3])[CH3:2]. The yield is 1.00. (4) The reactants are [Br:1][C:2]1[CH:3]=[C:4]([C:14]([OH:16])=O)[S:5][C:6]=1[C:7]1[N:11]([CH3:12])[N:10]=[CH:9][C:8]=1[Br:13].[NH2:17][C@@H:18]([CH2:31][C:32]1[CH:37]=[CH:36][CH:35]=[CH:34][C:33]=1[C:38]([F:41])([F:40])[F:39])[CH2:19][N:20]1[C:28](=[O:29])[C:27]2[C:22](=[CH:23][CH:24]=[CH:25][CH:26]=2)[C:21]1=[O:30].C1CN([P+](Br)(N2CCCC2)N2CCCC2)CC1.F[P-](F)(F)(F)(F)F.CCN(C(C)C)C(C)C. The catalyst is C(Cl)(Cl)Cl. The product is [Br:1][C:2]1[CH:3]=[C:4]([C:14]([NH:17][C@@H:18]([CH2:31][C:32]2[CH:37]=[CH:36][CH:35]=[CH:34][C:33]=2[C:38]([F:41])([F:39])[F:40])[CH2:19][N:20]2[C:28](=[O:29])[C:27]3[C:22](=[CH:23][CH:24]=[CH:25][CH:26]=3)[C:21]2=[O:30])=[O:16])[S:5][C:6]=1[C:7]1[N:11]([CH3:12])[N:10]=[CH:9][C:8]=1[Br:13]. The yield is 0.600. (5) The reactants are [NH:1]1[CH:5]=[CH:4][C:3]([NH:6][C:7]2[C:16]3[C:11](=[CH:12][CH:13]=[CH:14][CH:15]=3)[N:10]=[C:9]([C:17]([O:19]CC)=O)[N:8]=2)=[N:2]1.[CH3:22][O:23][C:24]1[CH:29]=[CH:28][CH:27]=[CH:26][C:25]=1[Mg]Br. The catalyst is C1COCC1. The product is [NH:1]1[CH:5]=[CH:4][C:3]([NH:6][C:7]2[C:16]3[C:11](=[CH:12][CH:13]=[CH:14][CH:15]=3)[N:10]=[C:9]([C:17]([C:25]3[CH:26]=[CH:27][CH:28]=[CH:29][C:24]=3[O:23][CH3:22])=[O:19])[N:8]=2)=[N:2]1. The yield is 0.170. (6) The product is [N:4]1[CH:5]=[CH:6][CH:7]=[C:2](/[CH:12]=[CH:11]/[CH2:10][CH:9]([OH:13])[CH3:8])[CH:3]=1. The yield is 0.810. The catalyst is O.C([O-])(=O)C.[Pd+2].C([O-])(=O)C.C1(C)C=CC=CC=1P(C1C=CC=CC=1C)C1C=CC=CC=1C. The reactants are Br[C:2]1[CH:3]=[N:4][CH:5]=[CH:6][CH:7]=1.[CH3:8][CH:9]([OH:13])[CH2:10][CH:11]=[CH2:12].C(N(CC)CC)C.C(#N)C.